This data is from Catalyst prediction with 721,799 reactions and 888 catalyst types from USPTO. The task is: Predict which catalyst facilitates the given reaction. Reactant: N#N.[NH:3]1[C:7]2[CH:8]=[CH:9][CH:10]=[CH:11][C:6]=2[N:5]=[C:4]1[C@H:12]([NH2:21])[CH2:13][C:14]1[CH:19]=[CH:18][C:17]([Br:20])=[CH:16][CH:15]=1.[C:22](N1C=CN=C1)(N1C=CN=C1)=[O:23].O. Product: [Br:20][C:17]1[CH:18]=[CH:19][C:14]([CH2:13][C@@H:12]2[C:4]3=[N:5][C:6]4[CH:11]=[CH:10][CH:9]=[CH:8][C:7]=4[N:3]3[C:22](=[O:23])[NH:21]2)=[CH:15][CH:16]=1. The catalyst class is: 1.